From a dataset of Forward reaction prediction with 1.9M reactions from USPTO patents (1976-2016). Predict the product of the given reaction. (1) Given the reactants [CH2:1]([O:3][C:4](=[O:29])[C:5]1[CH:10]=[CH:9][C:8]([O:11][CH:12]2[CH2:17][CH2:16][CH:15]([N:18]3C(=O)C4C(=CC=CC=4)C3=O)[CH2:14][CH2:13]2)=[CH:7][CH:6]=1)[CH3:2].O.NN, predict the reaction product. The product is: [CH2:1]([O:3][C:4](=[O:29])[C:5]1[CH:6]=[CH:7][C:8]([O:11][CH:12]2[CH2:17][CH2:16][CH:15]([NH2:18])[CH2:14][CH2:13]2)=[CH:9][CH:10]=1)[CH3:2]. (2) Given the reactants [CH2:1]([NH:8][CH2:9][CH2:10][CH:11]1[CH2:16][CH2:15][N:14]([C:17]([O:19][C:20]([CH3:23])([CH3:22])[CH3:21])=[O:18])[CH2:13][CH2:12]1)[C:2]1[CH:7]=[CH:6][CH:5]=[CH:4][CH:3]=1.[H-].[Na+].I[CH3:27], predict the reaction product. The product is: [CH2:1]([N:8]([CH3:27])[CH2:9][CH2:10][CH:11]1[CH2:16][CH2:15][N:14]([C:17]([O:19][C:20]([CH3:23])([CH3:22])[CH3:21])=[O:18])[CH2:13][CH2:12]1)[C:2]1[CH:3]=[CH:4][CH:5]=[CH:6][CH:7]=1. (3) The product is: [N+:19]([C:16]1[CH:15]=[CH:14][C:13]([C:12]2[O:22][C:2]3[C:3](=[C:4]([C:5]([OH:7])=[O:6])[CH:8]=[CH:9][CH:10]=3)[N:11]=2)=[CH:18][CH:17]=1)([O-:21])=[O:20]. Given the reactants O[C:2]1[C:3]([NH:11][C:12](=[O:22])[C:13]2[CH:18]=[CH:17][C:16]([N+:19]([O-:21])=[O:20])=[CH:15][CH:14]=2)=[C:4]([CH:8]=[CH:9][CH:10]=1)[C:5]([OH:7])=[O:6].CC1C=CC(S(O)(=O)=O)=CC=1, predict the reaction product. (4) Given the reactants C(=O)([O-])O.[Na+].[NH2:6][CH2:7][CH2:8][CH2:9][CH2:10][C:11]1[CH:19]=[CH:18][C:14]([C:15]([OH:17])=[O:16])=[CH:13][CH:12]=1.O.Cl[C:22]([O:24][CH2:25][C:26]1[CH:31]=[CH:30][CH:29]=[CH:28][CH:27]=1)=[O:23], predict the reaction product. The product is: [CH2:25]([O:24][C:22]([NH:6][CH2:7][CH2:8][CH2:9][CH2:10][C:11]1[CH:19]=[CH:18][C:14]([C:15]([OH:17])=[O:16])=[CH:13][CH:12]=1)=[O:23])[C:26]1[CH:31]=[CH:30][CH:29]=[CH:28][CH:27]=1. (5) Given the reactants C([O:8][C:9]1[C:14]([Br:15])=[CH:13][N:12]=[C:11]([NH:16][C:17]2[S:18][CH:19]=[C:20]([CH2:22][CH2:23][C:24]3[CH:29]=[CH:28][CH:27]=[CH:26][CH:25]=3)[N:21]=2)[CH:10]=1)C1C=CC=CC=1.[ClH:30], predict the reaction product. The product is: [ClH:30].[Br:15][C:14]1[C:9]([OH:8])=[CH:10][C:11]([NH:16][C:17]2[S:18][CH:19]=[C:20]([CH2:22][CH2:23][C:24]3[CH:25]=[CH:26][CH:27]=[CH:28][CH:29]=3)[N:21]=2)=[N:12][CH:13]=1. (6) Given the reactants CN(C(ON1N=NC2C=CC=NC1=2)=[N+](C)C)C.F[P-](F)(F)(F)(F)F.C(OC([NH:32][CH2:33][C:34]1([C:49](O)=[O:50])[CH2:39][CH2:38][N:37]([C:40]2[C:41]3[CH:48]=[CH:47][NH:46][C:42]=3[N:43]=[CH:44][N:45]=2)[CH2:36][CH2:35]1)=O)(C)(C)C.[CH3:52][C:53]1[N:54]=[C:55]([NH2:58])[S:56][CH:57]=1.C(N(C(C)C)CC)(C)C.FC(F)(F)C(O)=O.C(=O)(O)[O-].[Na+], predict the reaction product. The product is: [NH2:32][CH2:33][C:34]1([C:49]([NH:58][C:55]2[S:56][CH:57]=[C:53]([CH3:52])[N:54]=2)=[O:50])[CH2:39][CH2:38][N:37]([C:40]2[C:41]3[CH:48]=[CH:47][NH:46][C:42]=3[N:43]=[CH:44][N:45]=2)[CH2:36][CH2:35]1.